Dataset: CYP2D6 inhibition data for predicting drug metabolism from PubChem BioAssay. Task: Regression/Classification. Given a drug SMILES string, predict its absorption, distribution, metabolism, or excretion properties. Task type varies by dataset: regression for continuous measurements (e.g., permeability, clearance, half-life) or binary classification for categorical outcomes (e.g., BBB penetration, CYP inhibition). Dataset: cyp2d6_veith. (1) The molecule is CCOC(=O)N/N=C1/C[C@@H](O)[C@@H](O)[C@H]2[C@@H]1CC[C@@H]1C(=O)N(C[C@@H]3CCCO3)C(=O)[C@H]12. The result is 0 (non-inhibitor). (2) The drug is Nc1ccc(C(=O)C[C@H](N)C(=O)O)cc1O. The result is 0 (non-inhibitor). (3) The compound is C[N@+]1(CCC(=O)c2ccccc2)CC[C@H]2CC[C@H](C2)C1. The result is 0 (non-inhibitor). (4) The compound is COCC(=O)N1CCC2(CC1)CN(C(c1ccccc1)c1ccccc1)C2. The result is 1 (inhibitor). (5) The compound is COC(=O)C/C=C\[C@H](C)[C@@H](OC)c1ccccc1Br. The result is 0 (non-inhibitor).